Dataset: Full USPTO retrosynthesis dataset with 1.9M reactions from patents (1976-2016). Task: Predict the reactants needed to synthesize the given product. Given the product [NH2:37][C:23]1[C:24]2[CH:25]=[CH:26][CH:27]=[C:18]([S:15]([N:12]3[CH2:13][CH2:14][C@@H:10]([NH:8][CH3:9])[CH2:11]3)(=[O:17])=[O:16])[C:19]=2[C:20]([Cl:29])=[CH:21][N:22]=1.[ClH:28], predict the reactants needed to synthesize it. The reactants are: C(OC([N:8]([C@@H:10]1[CH2:14][CH2:13][N:12]([S:15]([C:18]2[C:19]3[C:20]([Cl:29])=[CH:21][N:22]=[C:23]([Cl:28])[C:24]=3[CH:25]=[CH:26][CH:27]=2)(=[O:17])=[O:16])[CH2:11]1)[CH3:9])=O)(C)(C)C.C(OC([NH:37][C@H]1CCN(S(C2C3C(Cl)=CN=C(Cl)C=3C=CC=2)(=O)=O)C1)=O)(C)(C)C.